Predict the product of the given reaction. From a dataset of Forward reaction prediction with 1.9M reactions from USPTO patents (1976-2016). (1) Given the reactants [Br:1][C:2]1[C:3](/[C:8](/[C:16]2[CH:21]=[CH:20][C:19]([O:22][C:23]([F:26])([F:25])[F:24])=[C:18]([F:27])[CH:17]=2)=[N:9]\[S@:10]([C:12]([CH3:15])([CH3:14])[CH3:13])=[O:11])=[N:4][CH:5]=[CH:6][CH:7]=1.[CH:28]([Mg]Cl)=[CH2:29], predict the reaction product. The product is: [Br:1][C:2]1[C:3]([C@:8]([NH:9][S@:10]([C:12]([CH3:15])([CH3:14])[CH3:13])=[O:11])([C:16]2[CH:21]=[CH:20][C:19]([O:22][C:23]([F:26])([F:24])[F:25])=[C:18]([F:27])[CH:17]=2)[CH:28]=[CH2:29])=[N:4][CH:5]=[CH:6][CH:7]=1. (2) Given the reactants FC(F)(F)C(O)=O.[O:8]1[CH2:13][CH2:12][N:11]([C:14]2[C:15]3[N:16]([C:20]([C:35]4[CH:43]=[CH:42][C:38]([C:39]([OH:41])=O)=[CH:37][CH:36]=4)=[C:21](/[CH:23]=[CH:24]/[C:25]4[CH:34]=[CH:33][C:32]5[C:27](=[CH:28][CH:29]=[CH:30][CH:31]=5)[N:26]=4)[N:22]=3)[N:17]=[CH:18][CH:19]=2)[CH2:10][CH2:9]1.[NH2:44][CH2:45][CH2:46][C:47]([O:49][CH3:50])=[O:48].CN(C(ON1N=NC2C=CC=NC1=2)=[N+](C)C)C.F[P-](F)(F)(F)(F)F.CCN(C(C)C)C(C)C, predict the reaction product. The product is: [O:8]1[CH2:13][CH2:12][N:11]([C:14]2[C:15]3[N:16]([C:20]([C:35]4[CH:36]=[CH:37][C:38]([C:39]([NH:44][CH2:45][CH2:46][C:47]([O:49][CH3:50])=[O:48])=[O:41])=[CH:42][CH:43]=4)=[C:21](/[CH:23]=[CH:24]/[C:25]4[CH:34]=[CH:33][C:32]5[C:27](=[CH:28][CH:29]=[CH:30][CH:31]=5)[N:26]=4)[N:22]=3)[N:17]=[CH:18][CH:19]=2)[CH2:10][CH2:9]1. (3) The product is: [F:40][C:39]([F:42])([F:41])[C:37]([OH:43])=[O:38].[F:12][C:4]1[CH:5]=[C:6]([CH:7]=[C:2]([F:1])[C:3]=1[C:13]1[N:17]([CH2:18][C@H:19]2[O:24][CH2:23][CH2:22][NH:21][CH2:20]2)[C:16]2[CH:32]=[CH:33][C:34]([CH3:36])=[CH:35][C:15]=2[N:14]=1)[C:8]([NH:9][CH3:10])=[O:11]. Given the reactants [F:1][C:2]1[CH:7]=[C:6]([C:8](=[O:11])[NH:9][CH3:10])[CH:5]=[C:4]([F:12])[C:3]=1[C:13]1[N:17]([CH2:18][C@H:19]2[O:24][CH2:23][CH2:22][N:21](C(OC(C)(C)C)=O)[CH2:20]2)[C:16]2[CH:32]=[CH:33][C:34]([CH3:36])=[CH:35][C:15]=2[N:14]=1.[C:37]([OH:43])([C:39]([F:42])([F:41])[F:40])=[O:38], predict the reaction product. (4) Given the reactants [Si:1]([O:18][CH2:19][C:20]1[C:21]([N:35]2[CH2:40][C@H:39]([CH3:41])[O:38][C@H:37]([CH3:42])[CH2:36]2)=[C:22]([F:34])[C:23]2[O:27][N:26]=[C:25]([C:28]([O:30]CC)=O)[C:24]=2[CH:33]=1)([C:14]([CH3:17])([CH3:16])[CH3:15])([C:8]1[CH:13]=[CH:12][CH:11]=[CH:10][CH:9]=1)[C:2]1[CH:7]=[CH:6][CH:5]=[CH:4][CH:3]=1.[CH3:43][CH:44]([NH2:46])[CH3:45], predict the reaction product. The product is: [Si:1]([O:18][CH2:19][C:20]1[C:21]([N:35]2[CH2:40][C@H:39]([CH3:41])[O:38][C@H:37]([CH3:42])[CH2:36]2)=[C:22]([F:34])[C:23]2[O:27][N:26]=[C:25]([C:28]([NH:46][CH:44]([CH3:45])[CH3:43])=[O:30])[C:24]=2[CH:33]=1)([C:14]([CH3:17])([CH3:15])[CH3:16])([C:8]1[CH:9]=[CH:10][CH:11]=[CH:12][CH:13]=1)[C:2]1[CH:3]=[CH:4][CH:5]=[CH:6][CH:7]=1. (5) Given the reactants [N:1]1[CH:6]=[CH:5][CH:4]=[CH:3][C:2]=1C.[CH2:8]([O:10][P:11]([CH2:16][CH2:17][CH2:18][Br:19])(=[O:15])[O:12][CH2:13][CH3:14])[CH3:9].[C:20](OCC)(=O)C, predict the reaction product. The product is: [Br-:19].[CH2:8]([O:10][P:11]([CH2:16][CH2:17][CH2:18][N+:1]1[CH:2]=[CH:3][C:4]([CH3:20])=[CH:5][CH:6]=1)([O:12][CH2:13][CH3:14])=[O:15])[CH3:9]. (6) Given the reactants [CH2:1]([N:8]1[C:16]2[C:11](=[CH:12][C:13]([O:17][CH:18]3[CH2:23][CH2:22][CH2:21][CH2:20][O:19]3)=[CH:14][CH:15]=2)[C:10]([C:24](OCC)=[O:25])=[C:9]1[CH:29]([CH3:31])[CH3:30])[C:2]1[CH:7]=[CH:6][CH:5]=[CH:4][CH:3]=1.[H-].[H-].[H-].[H-].[Li+].[Al+3], predict the reaction product. The product is: [CH2:1]([N:8]1[C:16]2[C:11](=[CH:12][C:13]([O:17][CH:18]3[CH2:23][CH2:22][CH2:21][CH2:20][O:19]3)=[CH:14][CH:15]=2)[C:10]([CH2:24][OH:25])=[C:9]1[CH:29]([CH3:31])[CH3:30])[C:2]1[CH:3]=[CH:4][CH:5]=[CH:6][CH:7]=1. (7) The product is: [N:14]1([CH2:20][CH2:21][NH:22][C:3]([C:5]2[N:10]=[CH:9][C:8]3[N:11]=[CH:12][NH:13][C:7]=3[CH:6]=2)=[O:4])[CH2:19][CH2:18][O:17][CH2:16][CH2:15]1. Given the reactants CO[C:3]([C:5]1[N:10]=[CH:9][C:8]2[N:11]=[CH:12][NH:13][C:7]=2[CH:6]=1)=[O:4].[N:14]1([CH2:20][CH2:21][NH2:22])[CH2:19][CH2:18][O:17][CH2:16][CH2:15]1, predict the reaction product. (8) Given the reactants [NH2:1][C:2]1[CH:7]=[CH:6][C:5]([N:8]2[CH2:13][CH2:12][N:11](C(OC(C)(C)C)=O)[CH2:10][CH2:9]2)=[CH:4][C:3]=1[NH:21][S:22]([C:25]1[CH:30]=[CH:29][CH:28]=[CH:27][CH:26]=1)(=[O:24])=[O:23].[F:31][C:32]1[CH:33]=[CH:34][C:35]([CH3:42])=[C:36]([S:38](Cl)(=[O:40])=[O:39])[CH:37]=1, predict the reaction product. The product is: [F:31][C:32]1[CH:33]=[CH:34][C:35]([CH3:42])=[C:36]([S:38]([NH:1][C:2]2[CH:7]=[CH:6][C:5]([N:8]3[CH2:13][CH2:12][NH:11][CH2:10][CH2:9]3)=[CH:4][C:3]=2[NH:21][S:22]([C:25]2[CH:30]=[CH:29][CH:28]=[CH:27][CH:26]=2)(=[O:24])=[O:23])(=[O:40])=[O:39])[CH:37]=1. (9) Given the reactants [NH:1]1[CH:5]=[C:4]([CH:6]=[O:7])[CH:3]=[N:2]1.CC(C)([O-])C.[K+].[C:14]([O:18][C:19](=[O:22])[CH2:20]Br)([CH3:17])([CH3:16])[CH3:15], predict the reaction product. The product is: [CH:6]([C:4]1[CH:5]=[N:1][N:2]([CH2:20][C:19]([O:18][C:14]([CH3:17])([CH3:16])[CH3:15])=[O:22])[CH:3]=1)=[O:7]. (10) The product is: [Br:1][C:2]1[CH:7]=[C:6]([F:8])[CH:5]=[CH:4][C:3]=1[CH:9]1[C:14]([C:15]([O:17][CH2:18][CH3:19])=[O:16])=[C:13]([CH2:20][N:28]2[CH2:33][CH2:32][O:31][C@H:30]([C:34]([OH:37])([CH3:36])[CH3:35])[CH2:29]2)[NH:12][C:11]([C:22]2[N:26]=[CH:25][NH:24][N:23]=2)=[N:10]1. Given the reactants [Br:1][C:2]1[CH:7]=[C:6]([F:8])[CH:5]=[CH:4][C:3]=1[CH:9]1[C:14]([C:15]([O:17][CH2:18][CH3:19])=[O:16])=[C:13]([CH2:20]Br)[NH:12][C:11]([C:22]2[N:26]=[CH:25][NH:24][N:23]=2)=[N:10]1.Cl.[NH:28]1[CH2:33][CH2:32][O:31][C@H:30]([C:34]([OH:37])([CH3:36])[CH3:35])[CH2:29]1, predict the reaction product.